From a dataset of Full USPTO retrosynthesis dataset with 1.9M reactions from patents (1976-2016). Predict the reactants needed to synthesize the given product. (1) Given the product [CH3:4][C:3]1[CH:6]=[CH:39][C:38]([N:7]([C:27]2[CH:28]=[CH:29][C:24]([CH3:30])=[CH:25][CH:26]=2)[C:8]2[CH:15]=[CH:14][C:11]([CH:12]=[CH:13][C:17]3[CH:22]=[CH:21][C:20]([CH3:23])=[CH:19][CH:18]=3)=[CH:10][CH:9]=2)=[CH:37][CH:5]=1, predict the reactants needed to synthesize it. The reactants are: O([C:3]([CH3:6])([CH3:5])[CH3:4])[Na].[NH2:7][C:8]1[CH:15]=[CH:14][C:11]([CH:12]=[CH2:13])=[CH:10][CH:9]=1.I[C:17]1[CH:22]=[CH:21][C:20]([CH3:23])=[CH:19][CH:18]=1.[C:24]1([CH3:30])[CH:29]=[CH:28][CH:27]=[CH:26][CH:25]=1.CCOC(C)=O.[CH3:37][CH2:38][CH2:39]CCC. (2) Given the product [Cl:20][C:21]1[CH:26]=[C:25]([Cl:27])[CH:24]=[CH:23][C:22]=1[S:28][C:29]1[C:30](/[CH:31]=[CH:10]/[C:9]([NH:8][CH:5]2[CH2:4][CH2:3][CH:2]([OH:1])[CH2:7][CH2:6]2)=[O:19])=[CH:33][CH:34]=[CH:35][N:36]=1, predict the reactants needed to synthesize it. The reactants are: [OH:1][CH:2]1[CH2:7][CH2:6][CH:5]([NH:8][C:9](=[O:19])[CH2:10]P(=O)(OCC)OCC)[CH2:4][CH2:3]1.[Cl:20][C:21]1[CH:26]=[C:25]([Cl:27])[CH:24]=[CH:23][C:22]=1[S:28][C:29]1[N:36]=[CH:35][CH:34]=[CH:33][C:30]=1[CH:31]=O. (3) Given the product [CH:13]1([CH:17]([OH:18])[C:2]2[CH:12]=[CH:11][C:5]([C:6]([O:8][CH2:9][CH3:10])=[O:7])=[CH:4][CH:3]=2)[CH2:16][CH2:15][CH2:14]1, predict the reactants needed to synthesize it. The reactants are: I[C:2]1[CH:12]=[CH:11][C:5]([C:6]([O:8][CH2:9][CH3:10])=[O:7])=[CH:4][CH:3]=1.[CH:13]1([CH:17]=[O:18])[CH2:16][CH2:15][CH2:14]1. (4) The reactants are: [NH2:1][C:2]1[N:7]=[C:6]([N:8]2[C@H:13]([CH3:14])[CH2:12][CH2:11][C@H:10]([C:15]([OH:17])=O)[CH2:9]2)[CH:5]=[C:4]([C:18]2[CH:26]=[C:25]3[C:21]([CH:22]=[N:23][NH:24]3)=[CH:20][CH:19]=2)[N:3]=1.CN(C(ON1N=NC2C=CC=NC1=2)=[N+](C)C)C.F[P-](F)(F)(F)(F)F.CCN(C(C)C)C(C)C.[CH:60]1([NH2:66])[CH2:65][CH2:64][CH2:63][CH2:62][CH2:61]1. Given the product [NH2:1][C:2]1[N:7]=[C:6]([N:8]2[C@H:13]([CH3:14])[CH2:12][CH2:11][C@H:10]([C:15]([NH:66][CH:60]3[CH2:65][CH2:64][CH2:63][CH2:62][CH2:61]3)=[O:17])[CH2:9]2)[CH:5]=[C:4]([C:18]2[CH:26]=[C:25]3[C:21]([CH:22]=[N:23][NH:24]3)=[CH:20][CH:19]=2)[N:3]=1, predict the reactants needed to synthesize it.